Dataset: Full USPTO retrosynthesis dataset with 1.9M reactions from patents (1976-2016). Task: Predict the reactants needed to synthesize the given product. Given the product [C:26]([NH:27][C@H:28]1[CH2:32][CH2:31][N:30]([C:2]2[N:10]=[C:9]([NH:17][C:16]3[CH:18]=[CH:19][C:13]([F:12])=[C:14]([CH3:20])[CH:15]=3)[CH:8]=[CH:7][C:3]=2[C:4]([NH2:6])=[O:5])[CH2:29]1)(=[O:33])[CH:34]=[CH2:35], predict the reactants needed to synthesize it. The reactants are: Cl[C:2]1[N:10]=[C:9](Cl)[CH:8]=[CH:7][C:3]=1[C:4]([NH2:6])=[O:5].[F:12][C:13]1[CH:19]=[CH:18][C:16]([NH2:17])=[CH:15][C:14]=1[CH3:20].C(O[C:26](=[O:33])[NH:27][C@H:28]1[CH2:32][CH2:31][NH:30][CH2:29]1)(C)(C)C.[C:34](O)(=O)[CH:35]=C.